This data is from Full USPTO retrosynthesis dataset with 1.9M reactions from patents (1976-2016). The task is: Predict the reactants needed to synthesize the given product. (1) Given the product [NH2:14][C:10]1[CH:9]=[C:8]([NH:7][C:5](=[O:6])[CH2:4][CH2:3][N:2]([CH3:17])[CH3:1])[CH:13]=[CH:12][CH:11]=1, predict the reactants needed to synthesize it. The reactants are: [CH3:1][N:2]([CH3:17])[CH2:3][CH2:4][C:5]([NH:7][C:8]1[CH:13]=[CH:12][CH:11]=[C:10]([N+:14]([O-])=O)[CH:9]=1)=[O:6]. (2) Given the product [CH2:1]([O:3][C:4]1[C:25]([O:26][CH2:27][CH3:28])=[CH:24][C:7]2[C:8]3[N:13]([CH:14]([CH2:16][CH3:17])[CH2:15][C:6]=2[CH:5]=1)[CH:12]=[C:11]([C:18]([OH:20])=[O:19])[C:10](=[O:23])[CH:9]=3)[CH3:2], predict the reactants needed to synthesize it. The reactants are: [CH2:1]([O:3][C:4]1[C:25]([O:26][CH2:27][CH3:28])=[CH:24][C:7]2[C:8]3[N:13]([CH:14]([CH2:16][CH3:17])[CH2:15][C:6]=2[CH:5]=1)[CH:12]=[C:11]([C:18]([O:20]CC)=[O:19])[C:10](=[O:23])[CH:9]=3)[CH3:2].[OH-].[Na+].Cl. (3) Given the product [Cl:1][C:2]1[CH:3]=[CH:4][CH:5]=[C:6]2[C:11]=1[N:10]=[N:9][C:8]([C:12]1[CH:13]=[CH:14][CH:15]=[CH:16][CH:17]=1)=[C:7]2[C:18]1[CH:19]=[C:20]([NH:24][CH2:35][C:26]2[CH:27]=[CH:28][C:29]3[C:34](=[CH:33][CH:32]=[CH:31][CH:30]=3)[CH:25]=2)[CH:21]=[CH:22][CH:23]=1, predict the reactants needed to synthesize it. The reactants are: [Cl:1][C:2]1[CH:3]=[CH:4][CH:5]=[C:6]2[C:11]=1[N:10]=[N:9][C:8]([C:12]1[CH:17]=[CH:16][CH:15]=[CH:14][CH:13]=1)=[C:7]2[C:18]1[CH:19]=[C:20]([NH2:24])[CH:21]=[CH:22][CH:23]=1.[CH:25]1[C:34]2[C:29](=[CH:30][CH:31]=[CH:32][CH:33]=2)[CH:28]=[CH:27][C:26]=1[CH:35]=O.